From a dataset of Reaction yield outcomes from USPTO patents with 853,638 reactions. Predict the reaction yield, written as a fraction of the theoretical maximum amount of product (1.0 means a 100% yield; for example, 0.34 means a 34% yield). The reactants are [C:1]([O:5][C:6](=[O:23])[NH:7][C@H:8]([C:16]1[NH:17][C:18]([Cl:22])=[C:19](Br)[N:20]=1)[CH2:9][C:10]1[CH:15]=[CH:14][CH:13]=[CH:12][CH:11]=1)([CH3:4])([CH3:3])[CH3:2].C1C(=O)N(Cl)C(=O)C1. The catalyst is C(#N)C. The product is [C:1]([O:5][C:6](=[O:23])[NH:7][C@H:8]([C:16]1[NH:20][CH:19]=[C:18]([Cl:22])[N:17]=1)[CH2:9][C:10]1[CH:15]=[CH:14][CH:13]=[CH:12][CH:11]=1)([CH3:4])([CH3:2])[CH3:3]. The yield is 0.360.